From a dataset of Catalyst prediction with 721,799 reactions and 888 catalyst types from USPTO. Predict which catalyst facilitates the given reaction. (1) Reactant: [F:1][C:2]1[CH:11]=[CH:10][C:5]([C:6]([NH:8][CH3:9])=O)=[CH:4][CH:3]=1.B(F)(F)F.CCOCC.S(C)C.Cl. Product: [F:1][C:2]1[CH:11]=[CH:10][C:5]([CH2:6][NH:8][CH3:9])=[CH:4][CH:3]=1. The catalyst class is: 116. (2) Reactant: C(O[C:6](=O)[N:7]([CH:9]([C:11](=[O:42])[NH:12][C:13]1[CH:18]=[C:17]([C:19]2[C:20]3[N:27]([CH3:28])[N:26]=[C:25]([CH3:29])[C:21]=3[N:22]=[CH:23][N:24]=2)[CH:16]=[C:15]([C:30]#[C:31][C:32]2[CH:33]=[C:34]3[C:38](=[CH:39][CH:40]=2)[N:37]([CH3:41])[N:36]=[CH:35]3)[N:14]=1)[CH3:10])C)(C)(C)C.C(O)(C(F)(F)F)=O.C(=O)([O-])O.[Na+]. Product: [CH3:28][N:27]1[C:20]2[C:19]([C:17]3[CH:16]=[C:15]([C:30]#[C:31][C:32]4[CH:33]=[C:34]5[C:38](=[CH:39][CH:40]=4)[N:37]([CH3:41])[N:36]=[CH:35]5)[N:14]=[C:13]([NH:12][C:11](=[O:42])[CH:9]([NH:7][CH3:6])[CH3:10])[CH:18]=3)=[N:24][CH:23]=[N:22][C:21]=2[C:25]([CH3:29])=[N:26]1. The catalyst class is: 2. (3) Reactant: CO[C:3](=[NH:35])[C:4]1[CH:9]=[CH:8][CH:7]=[C:6]([NH:10][C:11]([NH:13][C:14]2[CH:19]=[CH:18][C:17]([S:20](=[O:34])(=[O:33])[NH:21][CH2:22][C:23]3[CH:28]=[CH:27][C:26]([S:29](=[O:32])(=[O:31])[NH2:30])=[CH:25][CH:24]=3)=[CH:16][CH:15]=2)=[O:12])[CH:5]=1.[CH2:36](N)[CH2:37][NH2:38]. Product: [NH:38]1[CH2:37][CH2:36][N:35]=[C:3]1[C:4]1[CH:5]=[C:6]([NH:10][C:11](=[O:12])[NH:13][C:14]2[CH:15]=[CH:16][C:17]([S:20]([NH:21][CH2:22][C:23]3[CH:24]=[CH:25][C:26]([S:29](=[O:31])(=[O:32])[NH2:30])=[CH:27][CH:28]=3)(=[O:33])=[O:34])=[CH:18][CH:19]=2)[CH:7]=[CH:8][CH:9]=1. The catalyst class is: 8. (4) Reactant: C[O:2][C:3](=[O:13])[C:4]1[CH:9]=[CH:8][CH:7]=[C:6]([N:10]=[C:11]=[O:12])[CH:5]=1.[C:14]([C:18]1[CH:23]=[CH:22][C:21]([NH:24][CH2:25][C:26]2[CH:39]=[CH:38][C:29]([C:30]([NH:32][C:33]3[N:34]=[N:35][NH:36][N:37]=3)=[O:31])=[CH:28][CH:27]=2)=[CH:20][CH:19]=1)([CH3:17])([CH3:16])[CH3:15]. Product: [C:14]([C:18]1[CH:23]=[CH:22][C:21]([N:24]([CH2:25][C:26]2[CH:39]=[CH:38][C:29]([C:30](=[O:31])[NH:32][C:33]3[N:34]=[N:35][NH:36][N:37]=3)=[CH:28][CH:27]=2)[C:11](=[O:12])[NH:10][C:6]2[CH:5]=[C:4]([CH:9]=[CH:8][CH:7]=2)[C:3]([OH:2])=[O:13])=[CH:20][CH:19]=1)([CH3:17])([CH3:15])[CH3:16]. The catalyst class is: 68. (5) The catalyst class is: 15. Reactant: [Br:1]Br.[N:3]1[C:8]2[C:9]3[CH:15]=[CH:14][CH:13]=[N:12][C:10]=3[NH:11][C:7]=2[CH:6]=[CH:5][C:4]=1[C:16]#[N:17].C([O-])(=O)C.[Na+]. Product: [Br:1][C:14]1[CH:13]=[N:12][C:10]2[NH:11][C:7]3[CH:6]=[CH:5][C:4]([C:16]#[N:17])=[N:3][C:8]=3[C:9]=2[CH:15]=1. (6) Reactant: [N+]([O-])([O-])=O.[NH4+].[NH4+].[Ce+4].[N+]([O-])([O-])=O.[N+]([O-])([O-])=O.[N+]([O-])([O-])=O.[N+]([O-])([O-])=O.[N+]([O-])([O-])=O.C(#N)C.[Cl:31][C:32]1[CH:40]=[C:39]2[C:35]([C:36]3([C@@H:45]([C:46]4[CH:51]=[CH:50][N:49]=[C:48]([Cl:52])[CH:47]=4)[C@H:44]([C:53]([NH:55][C@@H:56]4[CH2:61][CH2:60][C@@H:59]([C:62]([OH:65])([CH3:64])[CH3:63])[O:58][CH2:57]4)=[O:54])[N:43]([C@H](C4C=CC=CC=4)[C@@H](O)C4C=CC=CC=4)[C:42]43[CH2:85][CH2:84][C:83]([CH3:87])([CH3:86])[CH2:82][CH2:81]4)[C:37](=[O:41])[NH:38]2)=[CH:34][CH:33]=1.C(=O)([O-])[O-].[K+].[K+]. Product: [Cl:31][C:32]1[CH:40]=[C:39]2[C:35]([C@@:36]3([C@@H:45]([C:46]4[CH:51]=[CH:50][N:49]=[C:48]([Cl:52])[CH:47]=4)[C@H:44]([C:53]([NH:55][C@@H:56]4[CH2:61][CH2:60][C@@H:59]([C:62]([OH:65])([CH3:64])[CH3:63])[O:58][CH2:57]4)=[O:54])[NH:43][C:42]43[CH2:85][CH2:84][C:83]([CH3:87])([CH3:86])[CH2:82][CH2:81]4)[C:37](=[O:41])[NH:38]2)=[CH:34][CH:33]=1. The catalyst class is: 6. (7) Reactant: C([O:3][C:4](=[O:33])/[C:5](/[CH3:32])=[CH:6]/[C:7]1[CH:12]=[CH:11][C:10]([C:13]#[C:14][C:15]2[CH:16]=[C:17]([CH:29]3[CH2:31][CH2:30]3)[C:18]3[O:25][C:22]4([CH2:24][CH2:23]4)[C:21]([CH3:26])=[C:20]([CH3:27])[C:19]=3[CH:28]=2)=[CH:9][CH:8]=1)C.[OH-].[Na+]. Product: [CH:29]1([C:17]2[C:18]3[O:25][C:22]4([CH2:24][CH2:23]4)[C:21]([CH3:26])=[C:20]([CH3:27])[C:19]=3[CH:28]=[C:15]([C:14]#[C:13][C:10]3[CH:9]=[CH:8][C:7](/[CH:6]=[C:5](\[CH3:32])/[C:4]([OH:33])=[O:3])=[CH:12][CH:11]=3)[CH:16]=2)[CH2:30][CH2:31]1. The catalyst class is: 8. (8) Reactant: [OH:1][C:2]1[C:3]([C:8]([O:10][CH3:11])=[O:9])=[N:4][CH:5]=[CH:6][CH:7]=1.I[CH2:13][CH2:14][CH3:15].C(=O)([O-])[O-].[K+].[K+].C(OCC)(=O)C. Product: [CH2:13]([O:1][C:2]1[C:3]([C:8]([O:10][CH3:11])=[O:9])=[N:4][CH:5]=[CH:6][CH:7]=1)[CH2:14][CH3:15]. The catalyst class is: 9. (9) Reactant: F[C:2]1[N:7]=[C:6]([NH2:8])[CH:5]=[CH:4][CH:3]=1.Cl.[CH:10]12[CH2:15][CH:14]1[CH2:13][NH:12][CH2:11]2.CCN(CC)CC. Product: [CH:10]12[CH2:15][CH:14]1[CH2:13][N:12]([C:2]1[N:7]=[C:6]([NH2:8])[CH:5]=[CH:4][CH:3]=1)[CH2:11]2. The catalyst class is: 6.